From a dataset of Forward reaction prediction with 1.9M reactions from USPTO patents (1976-2016). Predict the product of the given reaction. (1) The product is: [Cl:1][C:2]1[CH:3]=[CH:4][C:5]([O:6][C:7]2[C:12]([F:13])=[CH:11][C:10]([CH2:14][O:15][C:20]3[CH:31]=[C:24]4[N:25]([CH3:30])[C@H:26]([CH3:29])[CH2:27][CH2:28][N:23]4[C:22](=[O:32])[N:21]=3)=[CH:9][C:8]=2[F:16])=[CH:17][CH:18]=1. Given the reactants [Cl:1][C:2]1[CH:18]=[CH:17][C:5]([O:6][C:7]2[C:12]([F:13])=[CH:11][C:10]([CH2:14][OH:15])=[CH:9][C:8]=2[F:16])=[CH:4][CH:3]=1.Cl[C:20]1[CH:31]=[C:24]2[N:25]([CH3:30])[C@H:26]([CH3:29])[CH2:27][CH2:28][N:23]2[C:22](=[O:32])[N:21]=1, predict the reaction product. (2) Given the reactants Br[C:2]1[CH:10]=[CH:9][C:8]([C:11]#[N:12])=[C:7]2[C:3]=1[C:4]([CH3:14])=[C:5]([CH3:13])[NH:6]2.[NH:15]1[CH2:20][CH2:19][NH:18][CH2:17][CH2:16]1.C([O-])([O-])=O.[Cs+].[Cs+], predict the reaction product. The product is: [CH3:13][C:5]1[NH:6][C:7]2[C:3]([C:4]=1[CH3:14])=[C:2]([N:15]1[CH2:20][CH2:19][NH:18][CH2:17][CH2:16]1)[CH:10]=[CH:9][C:8]=2[C:11]#[N:12]. (3) Given the reactants [Cl:1][C:2]1[CH:18]=[C:17]([C:19]([F:22])([F:21])[F:20])[CH:16]=[CH:15][C:3]=1[O:4][C:5]1[CH:13]=[C:12]2[C:8]([CH2:9][CH2:10][C:11]2=[O:14])=[CH:7][CH:6]=1.C(N(CC)CC)C.FC(F)(F)S(O[Si](C)(C)C)(=O)=O, predict the reaction product. The product is: [Cl:1][C:2]1[CH:18]=[C:17]([C:19]([F:20])([F:22])[F:21])[CH:16]=[CH:15][C:3]=1[O:4][C:5]1[CH:13]=[C:12]2[C:8]([CH:9]=[CH:10][C:11]2=[O:14])=[CH:7][CH:6]=1. (4) Given the reactants [Br:1][C:2]1[C:7]([C:8]([F:11])([F:10])[F:9])=[CH:6][C:5]([NH:12][CH2:13][C:14]([O:16][C:17]([CH3:20])([CH3:19])[CH3:18])=[O:15])=[CH:4][C:3]=1[C:21]([F:24])([F:23])[F:22].Br.Br[CH2:27][C:28]1[CH:33]=[CH:32][CH:31]=[CH:30][N:29]=1.[H-].[Na+].O, predict the reaction product. The product is: [Br:1][C:2]1[C:7]([C:8]([F:11])([F:9])[F:10])=[CH:6][C:5]([N:12]([CH2:13][C:14]([O:16][C:17]([CH3:20])([CH3:19])[CH3:18])=[O:15])[CH2:27][C:28]2[CH:33]=[CH:32][CH:31]=[CH:30][N:29]=2)=[CH:4][C:3]=1[C:21]([F:22])([F:23])[F:24]. (5) Given the reactants [Br:1][C:2]1[CH:7]=[CH:6][C:5]([CH2:8][C:9](O)=[O:10])=[CH:4][CH:3]=1.CSC.B, predict the reaction product. The product is: [Br:1][C:2]1[CH:7]=[CH:6][C:5]([CH2:8][CH2:9][OH:10])=[CH:4][CH:3]=1. (6) Given the reactants [C:1]1([CH:7]([N:9]2[CH2:13][CH2:12][CH:11]([CH2:14]O)[CH2:10]2)[CH3:8])[CH:6]=[CH:5][CH:4]=[CH:3][CH:2]=1.C1(P(C2C=CC=CC=2)C2C=CC=CC=2)C=CC=CC=1.[C:35]1(=[O:45])[NH:39][C:38](=[O:40])[C:37]2=[CH:41][CH:42]=[CH:43][CH:44]=[C:36]12.CC(OC(/N=N/C(OC(C)C)=O)=O)C, predict the reaction product. The product is: [C:1]1([CH:7]([N:9]2[CH2:13][CH2:12][CH:11]([CH2:14][N:39]3[C:35](=[O:45])[C:36]4[C:37](=[CH:41][CH:42]=[CH:43][CH:44]=4)[C:38]3=[O:40])[CH2:10]2)[CH3:8])[CH:2]=[CH:3][CH:4]=[CH:5][CH:6]=1. (7) Given the reactants FC(F)(F)C(O)=O.[CH3:8][S:9]([C:12]1[CH:33]=[CH:32][C:15]([O:16][C:17]2[N:22]=[CH:21][N:20]=[C:19]3[N:23]([CH:26]4[CH2:31][CH2:30][NH:29][CH2:28][CH2:27]4)[N:24]=[CH:25][C:18]=23)=[CH:14][CH:13]=1)(=[O:11])=[O:10].Cl[C:35]([O:37][C:38]([CH3:44])([CH3:43])[C:39]([Cl:42])([Cl:41])[Cl:40])=[O:36], predict the reaction product. The product is: [Cl:40][C:39]([Cl:42])([Cl:41])[C:38]([O:37][C:35]([N:29]1[CH2:28][CH2:27][CH:26]([N:23]2[C:19]3=[N:20][CH:21]=[N:22][C:17]([O:16][C:15]4[CH:14]=[CH:13][C:12]([S:9]([CH3:8])(=[O:11])=[O:10])=[CH:33][CH:32]=4)=[C:18]3[CH:25]=[N:24]2)[CH2:31][CH2:30]1)=[O:36])([CH3:44])[CH3:43]. (8) Given the reactants [N+:1]([C:4]1[N:9]=[CH:8][C:7]([O:10][CH:11]2[CH2:14][N:13]([C:15]([O:17][C:18]([CH3:21])([CH3:20])[CH3:19])=[O:16])[CH2:12]2)=[CH:6][CH:5]=1)([O-])=O, predict the reaction product. The product is: [NH2:1][C:4]1[N:9]=[CH:8][C:7]([O:10][CH:11]2[CH2:14][N:13]([C:15]([O:17][C:18]([CH3:21])([CH3:20])[CH3:19])=[O:16])[CH2:12]2)=[CH:6][CH:5]=1.